From a dataset of Peptide-MHC class I binding affinity with 185,985 pairs from IEDB/IMGT. Regression. Given a peptide amino acid sequence and an MHC pseudo amino acid sequence, predict their binding affinity value. This is MHC class I binding data. (1) The MHC is HLA-A02:06 with pseudo-sequence HLA-A02:06. The peptide sequence is SLIKEEILFV. The binding affinity (normalized) is 0.127. (2) The peptide sequence is VSFDQNLDY. The MHC is HLA-B46:01 with pseudo-sequence HLA-B46:01. The binding affinity (normalized) is 0.0847. (3) The peptide sequence is DAINKCVDI. The MHC is HLA-A02:01 with pseudo-sequence HLA-A02:01. The binding affinity (normalized) is 0.0207.